This data is from Forward reaction prediction with 1.9M reactions from USPTO patents (1976-2016). The task is: Predict the product of the given reaction. (1) Given the reactants [C:1]([O:5][C:6]([N:8]1[CH2:12][CH2:11][C:10]([C:18]2[S:19][CH:20]=[CH:21][N:22]=2)([O:13][CH2:14][C:15]([OH:17])=[O:16])[CH2:9]1)=[O:7])([CH3:4])([CH3:3])[CH3:2].[CH3:23]N(C)C=O.C(Cl)(=O)C(Cl)=O, predict the reaction product. The product is: [CH3:23][O:16][C:15](=[O:17])[CH2:14][O:13][C:10]1([C:18]2[S:19][CH:20]=[CH:21][N:22]=2)[CH2:11][CH2:12][N:8]([C:6]([O:5][C:1]([CH3:4])([CH3:2])[CH3:3])=[O:7])[CH2:9]1. (2) Given the reactants [OH-].[Na+].[CH3:3][C:4]1[C:10]([OH:11])=[CH:9][CH:8]=[CH:7][C:5]=1[OH:6].[CH3:12]OS(OC)(=O)=O, predict the reaction product. The product is: [CH3:12][O:6][C:5]1[C:4]([CH3:3])=[C:10]([OH:11])[CH:9]=[CH:8][CH:7]=1. (3) Given the reactants [NH2:1][C:2]1[N:3]=[CH:4][S:5][C:6]=1[C:7]([O:9][CH3:10])=[O:8].N1C=CC=CC=1.[Br:17][C:18]1[C:19]([Cl:29])=[C:20]([CH2:25][C:26](Cl)=[O:27])[C:21]([Cl:24])=[CH:22][CH:23]=1, predict the reaction product. The product is: [Br:17][C:18]1[C:19]([Cl:29])=[C:20]([CH2:25][C:26]([NH:1][C:2]2[N:3]=[CH:4][S:5][C:6]=2[C:7]([O:9][CH3:10])=[O:8])=[O:27])[C:21]([Cl:24])=[CH:22][CH:23]=1. (4) Given the reactants [CH3:1][O:2][C:3]([C:5]1[N:6]=[C:7](Br)[N:8]([CH2:10][O:11][CH2:12][CH2:13][Si:14]([CH3:17])([CH3:16])[CH3:15])[CH:9]=1)=[O:4].C([Sn](CCCC)(CCCC)[C:24]([O:26][CH2:27][CH3:28])=[CH2:25])CCC, predict the reaction product. The product is: [CH2:27]([O:26][C:24]([C:7]1[N:8]([CH2:10][O:11][CH2:12][CH2:13][Si:14]([CH3:17])([CH3:16])[CH3:15])[CH:9]=[C:5]([C:3]([O:2][CH3:1])=[O:4])[N:6]=1)=[CH2:25])[CH3:28]. (5) Given the reactants [CH:1](Cl)([F:3])[F:2].[OH:5][C:6]1[CH:7]=[C:8]2[C:12](=[CH:13][CH:14]=1)[N:11]([C:15]1[CH:20]=[CH:19][C:18]([O:21][CH3:22])=[CH:17][CH:16]=1)[C:10]([CH3:23])=[C:9]2[C:24]([O:26][CH2:27][CH3:28])=[O:25].[OH-].[Na+].O, predict the reaction product. The product is: [F:2][CH:1]([F:3])[O:5][C:6]1[CH:7]=[C:8]2[C:12](=[CH:13][CH:14]=1)[N:11]([C:15]1[CH:16]=[CH:17][C:18]([O:21][CH3:22])=[CH:19][CH:20]=1)[C:10]([CH3:23])=[C:9]2[C:24]([O:26][CH2:27][CH3:28])=[O:25].